Dataset: Forward reaction prediction with 1.9M reactions from USPTO patents (1976-2016). Task: Predict the product of the given reaction. (1) Given the reactants [CH3:1][N:2]([CH2:12][CH2:13][N:14]1[C:23]2[C:18](=[CH:19][C:20]([N+:24]([O-])=O)=[CH:21][CH:22]=2)[CH2:17][CH2:16][C:15]1=[O:27])[C:3](=[O:11])[O:4][C:5]1[CH:10]=[CH:9][CH:8]=[CH:7][CH:6]=1.C1COCC1, predict the reaction product. The product is: [NH2:24][C:20]1[CH:19]=[C:18]2[C:23](=[CH:22][CH:21]=1)[N:14]([CH2:13][CH2:12][N:2]([CH3:1])[C:3](=[O:11])[O:4][C:5]1[CH:6]=[CH:7][CH:8]=[CH:9][CH:10]=1)[C:15](=[O:27])[CH2:16][CH2:17]2. (2) The product is: [Br:37][C:38]1[C:39]([F:57])=[CH:40][CH:41]=[C:42]2[C:47]=1[N:46]=[C:45]([NH:48][C:49]([CH3:50])([CH3:51])[CH3:52])[N:44]([CH:53]1[CH2:54][CH2:55]1)[C:43]2=[O:56].[C:49]([NH:48][C:45]1[N:44]([CH:53]2[CH2:55][CH2:54]2)[C:43](=[O:56])[C:42]2[C:47](=[C:38]([C:4]3[NH:10][C:11]4[C@@H:2]([CH3:3])[NH:8][C:7](=[O:18])[C:6]=4[CH:5]=3)[C:39]([F:57])=[CH:40][CH:41]=2)[N:46]=1)([CH3:52])([CH3:51])[CH3:50]. Given the reactants Br[C:2]1[C:3](F)=[CH:4][CH:5]=[C:6]2[C:11]=1[N:10]=C(NC(C)(C)C)[N:8](C)[C:7]2=[O:18].BrC1C(F)=CC=C2C=1N=C(Cl)N(C1CC1)C2=O.[Br:37][C:38]1[C:39]([F:57])=[CH:40][CH:41]=[C:42]2[C:47]=1[N:46]=[C:45]([NH:48][C:49]([CH3:52])([CH3:51])[CH3:50])[N:44]([CH:53]1[CH2:55][CH2:54]1)[C:43]2=[O:56], predict the reaction product. (3) Given the reactants [CH2:1]([O:3][C:4](=[O:24])[CH:5]=[C:6]([C:13]1[CH:21]=[C:20]([O:22][CH3:23])[CH:19]=[C:18]2[C:14]=1[CH:15]=[CH:16][NH:17]2)[C:7]1[CH:12]=[CH:11][CH:10]=[CH:9][CH:8]=1)[CH3:2], predict the reaction product. The product is: [CH2:1]([O:3][C:4](=[O:24])[CH2:5][CH:6]([C:13]1[CH:21]=[C:20]([O:22][CH3:23])[CH:19]=[C:18]2[C:14]=1[CH:15]=[CH:16][NH:17]2)[C:7]1[CH:12]=[CH:11][CH:10]=[CH:9][CH:8]=1)[CH3:2]. (4) The product is: [O:53]1[C:57]2[CH:58]=[CH:59][C:60]([C:62]3[CH:63]=[C:64]([NH:68][C:24]([C:19]4[C:20](=[O:23])[O:21][C:22]5[C:17]([CH:18]=4)=[CH:16][CH:15]=[CH:14][C:13]=5[O:12][C:11]([F:10])([F:28])[F:27])=[O:26])[CH:65]=[CH:66][CH:67]=3)=[CH:61][C:56]=2[O:55][CH2:54]1. Given the reactants CCN(C(C)C)C(C)C.[F:10][C:11]([F:28])([F:27])[O:12][C:13]1[CH:14]=[CH:15][CH:16]=[C:17]2[C:22]=1[O:21][C:20](=[O:23])[C:19]([C:24]([OH:26])=O)=[CH:18]2.CN(C(ON1N=NC2C=CC=NC1=2)=[N+](C)C)C.F[P-](F)(F)(F)(F)F.[O:53]1[C:57]2[CH:58]=[CH:59][C:60]([C:62]3[CH:63]=[C:64]([NH2:68])[CH:65]=[CH:66][CH:67]=3)=[CH:61][C:56]=2[O:55][CH2:54]1, predict the reaction product. (5) Given the reactants [O:1]([CH2:8][C:9]1[S:10][CH:11]=[C:12]([C:14](OCC)=[O:15])[N:13]=1)[C:2]1[CH:7]=[CH:6][CH:5]=[CH:4][CH:3]=1.CC(C[AlH]CC(C)C)C, predict the reaction product. The product is: [O:1]([CH2:8][C:9]1[S:10][CH:11]=[C:12]([CH:14]=[O:15])[N:13]=1)[C:2]1[CH:7]=[CH:6][CH:5]=[CH:4][CH:3]=1. (6) Given the reactants [CH3:1][C:2]([C:7]1[CH:12]=[CH:11][CH:10]=[CH:9][CH:8]=1)([CH3:6])[CH2:3][Mg]Cl.[F:13][C:14]([F:23])([F:22])[C:15](=[O:21])[C:16]([O:18][CH2:19][CH3:20])=[O:17], predict the reaction product. The product is: [CH2:19]([O:18][C:16](=[O:17])[C:15]([OH:21])([C:14]([F:13])([F:22])[F:23])[CH2:3][C:2]([CH3:1])([C:7]1[CH:12]=[CH:11][CH:10]=[CH:9][CH:8]=1)[CH3:6])[CH3:20]. (7) Given the reactants [C:1]1([CH3:7])[CH:6]=[CH:5]C=CC=1.[H-].[Na+].[S:10]1[CH2:15][CH2:14][CH2:13][S:12][CH:11]1[C:16]([O:18][CH2:19][CH3:20])=[O:17].BrCC1CC1, predict the reaction product. The product is: [CH2:19]([O:18][C:16]([C:11]1([CH2:7][CH:1]2[CH2:6][CH2:5]2)[S:12][CH2:13][CH2:14][CH2:15][S:10]1)=[O:17])[CH3:20]. (8) Given the reactants [Cl:1][C:2]1[CH:7]=[CH:6][C:5]([C:8]2[C:14]3[C:15]([CH3:19])=[C:16]([CH3:18])[S:17][C:13]=3[N:12]3[C:20]([CH3:23])=[N:21][N:22]=[C:11]3[C:10]3([CH2:26]N[CH2:24]3)[N:9]=2)=[CH:4][CH:3]=1.NC1(C(O)=O)C[O:30]C1.NC1(C(O)=O)CN(C(OC(C)(C)C)=O)C1, predict the reaction product. The product is: [Cl:1][C:2]1[CH:7]=[CH:6][C:5]([C:8]2[C:14]3[C:15]([CH3:19])=[C:16]([CH3:18])[S:17][C:13]=3[N:12]3[C:20]([CH3:23])=[N:21][N:22]=[C:11]3[C:10]3([CH2:26][O:30][CH2:24]3)[N:9]=2)=[CH:4][CH:3]=1. (9) Given the reactants C([O:3][C:4](=[O:23])[C:5]([C:21]#[N:22])=[C:6]([C:14]1[CH:19]=[CH:18][C:17]([Cl:20])=[CH:16][CH:15]=1)[C:7]1[CH:12]=[CH:11][C:10]([Cl:13])=[CH:9][CH:8]=1)C.[OH-:24].[Na+], predict the reaction product. The product is: [C:21]([C:5](=[C:6]([C:7]1[CH:12]=[CH:11][C:10]([Cl:13])=[CH:9][CH:8]=1)[C:14]1[CH:15]=[CH:16][C:17]([Cl:20])=[CH:18][CH:19]=1)[C:4]([OH:3])=[O:23])(=[O:24])[NH2:22].